This data is from Full USPTO retrosynthesis dataset with 1.9M reactions from patents (1976-2016). The task is: Predict the reactants needed to synthesize the given product. (1) Given the product [Cl:3][C:4]1[CH:9]=[CH:8][C:7]([F:10])=[CH:6][C:5]=1[CH:11]([CH3:42])[C:12]([NH:14][C:15]1[CH:20]=[CH:19][C:18]([O:21][C:22]2[CH:27]=[CH:26][C:25]([F:28])=[CH:24][C:23]=2[F:29])=[C:17]([C:30]2[C:35]([O:36][CH2:37][CH3:38])=[CH:34][C:33](=[O:39])[N:32]([CH3:40])[CH:31]=2)[CH:16]=1)=[O:13], predict the reactants needed to synthesize it. The reactants are: [H-].[Na+].[Cl:3][C:4]1[CH:9]=[CH:8][C:7]([F:10])=[CH:6][C:5]=1[CH2:11][C:12]([NH:14][C:15]1[CH:20]=[CH:19][C:18]([O:21][C:22]2[CH:27]=[CH:26][C:25]([F:28])=[CH:24][C:23]=2[F:29])=[C:17]([C:30]2[C:35]([O:36][CH2:37][CH3:38])=[CH:34][C:33](=[O:39])[N:32]([CH3:40])[CH:31]=2)[CH:16]=1)=[O:13].I[CH3:42]. (2) Given the product [Cl:21][C:19]1[CH:18]=[CH:17][C:15]2[NH:16][C:12]([CH:5]([NH2:4])[C:6]3[CH:11]=[CH:10][CH:9]=[CH:8][CH:7]=3)=[N:13][C:14]=2[CH:20]=1, predict the reactants needed to synthesize it. The reactants are: C([NH:4][CH:5]([C:12]1[NH:16][C:15]2[CH:17]=[CH:18][C:19]([Cl:21])=[CH:20][C:14]=2[N:13]=1)[C:6]1[CH:11]=[CH:10][CH:9]=[CH:8][CH:7]=1)(=O)C.Cl. (3) Given the product [OH:1][C@@:2]1([CH2:9][NH:10][C:11]([C:13]2[C:14]3[CH:15]=[CH:16][C:17]([N:37]4[CH2:38][CH2:39][C:35]([F:40])([F:34])[CH2:36]4)=[N:18][C:19]=3[CH:20]=[CH:21][C:22]=2[Cl:23])=[O:12])[CH2:7][CH2:6][CH2:5][C@H:4]([CH3:8])[CH2:3]1, predict the reactants needed to synthesize it. The reactants are: [OH:1][C@@:2]1([CH2:9][NH:10][C:11]([C:13]2[C:14]3[CH:15]=[CH:16][C:17](Cl)=[N:18][C:19]=3[CH:20]=[CH:21][C:22]=2[Cl:23])=[O:12])[CH2:7][CH2:6][CH2:5][C@H:4]([CH3:8])[CH2:3]1.CCN(C(C)C)C(C)C.[F:34][C:35]1([F:40])[CH2:39][CH2:38][NH:37][CH2:36]1. (4) Given the product [CH2:1]([O:3][C:4]([C:6]1[C:7]([O:27][C:23]2[CH:24]=[CH:25][CH:26]=[C:21]([C:19]#[N:20])[CH:22]=2)=[N:8][C:9]([C:12]2[CH:13]=[N:14][CH:15]=[CH:16][CH:17]=2)=[N:10][CH:11]=1)=[O:5])[CH3:2], predict the reactants needed to synthesize it. The reactants are: [CH2:1]([O:3][C:4]([C:6]1[C:7](Cl)=[N:8][C:9]([C:12]2[CH:13]=[N:14][CH:15]=[CH:16][CH:17]=2)=[N:10][CH:11]=1)=[O:5])[CH3:2].[C:19]([C:21]1[CH:22]=[C:23]([OH:27])[CH:24]=[CH:25][CH:26]=1)#[N:20].C([O-])([O-])=O.[Cs+].[Cs+]. (5) Given the product [F:3][C:4]1[CH:5]=[CH:6][C:7]([NH:10][CH3:11])=[N:8][CH:9]=1, predict the reactants needed to synthesize it. The reactants are: [H-].[Na+].[F:3][C:4]1[CH:5]=[CH:6][C:7]([NH2:10])=[N:8][CH:9]=1.[CH3:11]I. (6) Given the product [CH2:20]([O:19][C:17](=[O:18])[CH2:16][CH:12]1[C:11]2[NH:6][C:5]3[CH:7]=[CH:8][C:2]([F:1])=[CH:3][C:4]=3[C:15]=2[CH2:14][CH2:13]1)[CH3:21], predict the reactants needed to synthesize it. The reactants are: [F:1][C:2]1[CH:8]=[CH:7][C:5]([NH2:6])=[C:4](I)[CH:3]=1.O=[C:11]1[CH2:15][CH2:14][CH2:13][CH:12]1[CH2:16][C:17]([O:19][CH2:20][CH3:21])=[O:18]. (7) Given the product [CH2:1]([C:8]1[CH:9]=[N:10][C:11]2[C:16]([C:17]=1[CH2:18][C:19]1[CH:20]=[C:21]([CH:22]=[CH:23][CH:24]=1)[O:25][CH2:31][C:32]1[CH:33]=[C:34]([CH:39]=[CH:40][CH:41]=1)[C:35]([O:37][CH3:38])=[O:36])=[CH:15][CH:14]=[CH:13][C:12]=2[C:26]([F:28])([F:29])[F:27])[C:2]1[CH:7]=[CH:6][CH:5]=[CH:4][CH:3]=1, predict the reactants needed to synthesize it. The reactants are: [CH2:1]([C:8]1[CH:9]=[N:10][C:11]2[C:16]([C:17]=1[CH2:18][C:19]1[CH:20]=[C:21]([OH:25])[CH:22]=[CH:23][CH:24]=1)=[CH:15][CH:14]=[CH:13][C:12]=2[C:26]([F:29])([F:28])[F:27])[C:2]1[CH:7]=[CH:6][CH:5]=[CH:4][CH:3]=1.Br[CH2:31][C:32]1[CH:33]=[C:34]([CH:39]=[CH:40][CH:41]=1)[C:35]([O:37][CH3:38])=[O:36].C([O-])([O-])=O.[Cs+].[Cs+].